Dataset: Reaction yield outcomes from USPTO patents with 853,638 reactions. Task: Predict the reaction yield, written as a fraction of the theoretical maximum amount of product (1.0 means a 100% yield; for example, 0.34 means a 34% yield). (1) The reactants are [CH2:1]([NH:3][C:4]1[C:5](Cl)=[N:6][CH:7]=[N:8][C:9]=1[Cl:10])[CH3:2].[NH3:12]. The catalyst is C(O)C. The product is [CH2:1]([NH:3][C:4]1[C:5]([NH2:12])=[N:6][CH:7]=[N:8][C:9]=1[Cl:10])[CH3:2]. The yield is 0.770. (2) The reactants are [CH3:1][O:2][C:3]1[CH:12]=[CH:11][C:10]([NH2:13])=[C:9]2[C:4]=1[CH2:5][C@@H:6]([N:14]1[CH2:18][CH2:17][CH2:16][CH2:15]1)[CH2:7][O:8]2.[Cl:19][C:20]1[CH:21]=[C:22]([S:27](Cl)(=[O:29])=[O:28])[CH:23]=[CH:24][C:25]=1[CH3:26].CCN(C(C)C)C(C)C. The catalyst is ClCCl. The product is [Cl:19][C:20]1[CH:21]=[C:22]([S:27]([NH:13][C:10]2[CH:11]=[CH:12][C:3]([O:2][CH3:1])=[C:4]3[C:9]=2[O:8][CH2:7][C@H:6]([N:14]2[CH2:18][CH2:17][CH2:16][CH2:15]2)[CH2:5]3)(=[O:29])=[O:28])[CH:23]=[CH:24][C:25]=1[CH3:26]. The yield is 0.510. (3) The yield is 0.810. The catalyst is C1COCC1.C(O)C.C1OCCOC2C(=CC=CC=2)OCCOCCOC2C(=CC=CC=2)OC1. The product is [CH3:19][O:18][C:15]1[CH:16]=[CH:17][C:12]([C:10](=[O:11])[CH2:9][C:3](=[O:5])[CH3:4])=[CH:13][CH:14]=1. The reactants are [H-].[Na+].[C:3](OCC)(=[O:5])[CH3:4].[CH3:9][C:10]([C:12]1[CH:17]=[CH:16][C:15]([O:18][CH3:19])=[CH:14][CH:13]=1)=[O:11]. (4) The reactants are [Br:1][C:2]1[CH:7]=[CH:6][CH:5]=[CH:4][C:3]=1[S:8][C:9]1[CH:14]=[CH:13][C:12]([CH2:15][OH:16])=[CH:11][CH:10]=1.OO.[OH2:19].C(OCC)(=[O:22])C. The catalyst is C(O)(=O)C.[O-][W]([O-])(=O)=O.[Na+].[Na+]. The product is [Br:1][C:2]1[CH:7]=[CH:6][CH:5]=[CH:4][C:3]=1[S:8]([C:9]1[CH:14]=[CH:13][C:12]([CH2:15][OH:16])=[CH:11][CH:10]=1)(=[O:22])=[O:19]. The yield is 0.800. (5) The reactants are [NH2:1][CH2:2][C:3]1[N:4]=[C:5]([NH:8][C:9]([NH:11][C:12]2[CH:17]=[CH:16][C:15]([CH3:18])=[CH:14][C:13]=2[C:19]([CH:21]2[CH2:25][CH2:24][CH2:23][CH2:22]2)=[O:20])=[O:10])[S:6][CH:7]=1.[C:26]([O:30][CH3:31])(=[O:29])[CH:27]=[CH2:28].C([O-])([O-])=[O:33].[Cs+].[Cs+].[CH2:38]1[CH2:42][O:41][CH2:40][CH2:39]1. No catalyst specified. The product is [CH3:31][O:30][C:26](=[O:29])[CH2:27][CH2:28][N:1]([CH2:2][C:3]1[N:4]=[C:5]([NH:8][C:9]([NH:11][C:12]2[CH:17]=[CH:16][C:15]([CH3:18])=[CH:14][C:13]=2[C:19]([CH:21]2[CH2:25][CH2:24][CH2:23][CH2:22]2)=[O:20])=[O:10])[S:6][CH:7]=1)[CH2:38][CH2:39][C:40]([O:41][CH3:42])=[O:33]. The yield is 0.860. (6) The reactants are [CH2:1]([C@@H:6]1[CH2:10][CH2:9][CH2:8][C@H:7]1[OH:11])[CH2:2][CH2:3][CH:4]=[CH2:5].[C:12](OC=C)(=[O:14])[CH3:13]. The catalyst is CCOCC. The product is [C:12]([O:11][C@@H:7]1[CH2:8][CH2:9][CH2:10][C@H:6]1[CH2:1][CH2:2][CH2:3][CH:4]=[CH2:5])(=[O:14])[CH3:13]. The yield is 0.430. (7) The reactants are Cl.[CH3:2][C:3]1([NH:7][C:8](=[O:14])[O:9][C:10]([CH3:13])([CH3:12])[CH3:11])[CH2:6][NH:5][CH2:4]1.Cl[C:16]([O:18][CH2:19][C:20]1[CH:25]=[CH:24][CH:23]=[CH:22][CH:21]=1)=[O:17]. The catalyst is C(Cl)Cl. The product is [C:10]([O:9][C:8]([NH:7][C:3]1([CH3:2])[CH2:4][N:5]([C:16]([O:18][CH2:19][C:20]2[CH:25]=[CH:24][CH:23]=[CH:22][CH:21]=2)=[O:17])[CH2:6]1)=[O:14])([CH3:13])([CH3:12])[CH3:11]. The yield is 0.990. (8) The yield is 0.420. The catalyst is CC#N. The product is [Br:1][C:2]1[CH:12]=[C:11](/[CH:13]=[CH:14]\[CH:15]([C:20]2[CH:21]=[C:22]([Cl:28])[C:23]([Cl:27])=[C:24]([Cl:26])[CH:25]=2)[C:16]([F:19])([F:18])[F:17])[CH:10]=[CH:9][C:3]=1[C:4]([OH:6])=[O:5]. The reactants are [Br:1][C:2]1[CH:12]=[C:11](/[CH:13]=[CH:14]\[CH:15]([C:20]2[CH:25]=[C:24]([Cl:26])[C:23]([Cl:27])=[C:22]([Cl:28])[CH:21]=2)[C:16]([F:19])([F:18])[F:17])[CH:10]=[CH:9][C:3]=1[C:4]([O:6]CC)=[O:5].I[Si](C)(C)C. (9) The reactants are [NH2:1][C:2]1[N:7]2[CH:8]=[C:9]([CH2:11][CH3:12])[N:10]=[C:6]2[C:5]([C:13]([NH:15][CH2:16][CH:17]2[CH2:22][CH2:21][N:20]([CH2:23][CH2:24][CH2:25][O:26][CH3:27])[CH2:19][CH2:18]2)=[O:14])=[CH:4][C:3]=1[Cl:28].Cl.CO. No catalyst specified. The product is [ClH:28].[NH2:1][C:2]1[N:7]2[CH:8]=[C:9]([CH2:11][CH3:12])[N:10]=[C:6]2[C:5]([C:13]([NH:15][CH2:16][CH:17]2[CH2:18][CH2:19][N:20]([CH2:23][CH2:24][CH2:25][O:26][CH3:27])[CH2:21][CH2:22]2)=[O:14])=[CH:4][C:3]=1[Cl:28]. The yield is 0.550. (10) The reactants are [F:1][C:2]1([F:9])[CH2:7][CH2:6][C:5](=O)[CH2:4][CH2:3]1.[C:10]([CH:15]=P(C1C=CC=CC=1)(C1C=CC=CC=1)C1C=CC=CC=1)([O:12][CH2:13][CH3:14])=[O:11]. The catalyst is C1COCC1. The product is [F:1][C:2]1([F:9])[CH2:7][CH2:6][C:5](=[CH:15][C:10]([O:12][CH2:13][CH3:14])=[O:11])[CH2:4][CH2:3]1. The yield is 0.970.